Dataset: Forward reaction prediction with 1.9M reactions from USPTO patents (1976-2016). Task: Predict the product of the given reaction. (1) Given the reactants [CH2:1]([C:5]1[N:10]2[N:11]=[CH:12][N:13]=[C:9]2[N:8]([CH:14]2[CH2:23][CH2:22][C:17]3(OCC[O:18]3)[CH2:16][CH2:15]2)[C:7](=[O:24])[C:6]=1[CH2:25][C:26]1[CH:31]=[CH:30][C:29]([C:32]2[CH:37]=[CH:36][CH:35]=[CH:34][C:33]=2[C:38]2[NH:42][C:41](=[O:43])[O:40][N:39]=2)=[CH:28][CH:27]=1)[CH2:2][CH2:3][CH3:4].Cl.O1CCCC1, predict the reaction product. The product is: [CH2:1]([C:5]1[N:10]2[N:11]=[CH:12][N:13]=[C:9]2[N:8]([CH:14]2[CH2:23][CH2:22][C:17](=[O:18])[CH2:16][CH2:15]2)[C:7](=[O:24])[C:6]=1[CH2:25][C:26]1[CH:31]=[CH:30][C:29]([C:32]2[CH:37]=[CH:36][CH:35]=[CH:34][C:33]=2[C:38]2[NH:42][C:41](=[O:43])[O:40][N:39]=2)=[CH:28][CH:27]=1)[CH2:2][CH2:3][CH3:4]. (2) Given the reactants C(N1C2C=C(C=NC)C=CC=2N=C1N)C(C)C.C1(C)C=CC([S:24]([CH:27]([N+]#[C-])C2C=CC(F)=CC=2)(=[O:26])=[O:25])=CC=1.CN.[CH2:40]([N:44]1[C:48]2[CH:49]=[C:50]([C:53]3[N:57]([CH3:58])[CH:56]=[N:55][C:54]=3[C:59]3[CH:64]=[CH:63][C:62]([F:65])=[CH:61][CH:60]=3)[CH:51]=[CH:52][C:47]=2[N:46]=[C:45]1[NH2:66])[CH:41]([CH3:43])[CH3:42].C[OH:68], predict the reaction product. The product is: [CH3:27][S:24]([OH:25])(=[O:26])=[O:68].[CH3:27][S:24]([OH:25])(=[O:26])=[O:68].[CH2:40]([N:44]1[C:48]2[CH:49]=[C:50]([C:53]3[N:57]([CH3:58])[CH:56]=[N:55][C:54]=3[C:59]3[CH:60]=[CH:61][C:62]([F:65])=[CH:63][CH:64]=3)[CH:51]=[CH:52][C:47]=2[N:46]=[C:45]1[NH2:66])[CH:41]([CH3:43])[CH3:42].